This data is from Reaction yield outcomes from USPTO patents with 853,638 reactions. The task is: Predict the reaction yield, written as a fraction of the theoretical maximum amount of product (1.0 means a 100% yield; for example, 0.34 means a 34% yield). (1) The reactants are [CH3:1][C:2]1([CH3:15])[C:6]2[CH:7]=[CH:8][C:9]([C:11]([O:13]C)=[O:12])=[CH:10][C:5]=2[O:4][CH2:3]1.[OH-].[Na+].Cl. The catalyst is CO. The product is [CH3:1][C:2]1([CH3:15])[C:6]2[CH:7]=[CH:8][C:9]([C:11]([OH:13])=[O:12])=[CH:10][C:5]=2[O:4][CH2:3]1. The yield is 0.770. (2) The reactants are [CH3:1][NH2:2].[CH2:3]([O:5][CH:6]([O:15][CH2:16][CH3:17])[C:7]1[CH:14]=[CH:13][C:10]([CH:11]=O)=[CH:9][CH:8]=1)[CH3:4].[BH4-].[Na+].[OH-].[Na+]. The catalyst is CO. The product is [CH2:3]([O:5][CH:6]([O:15][CH2:16][CH3:17])[C:7]1[CH:14]=[CH:13][C:10]([CH2:11][NH:2][CH3:1])=[CH:9][CH:8]=1)[CH3:4]. The yield is 0.960. (3) The reactants are [CH3:1][O:2][C:3]1[CH:4]=[C:5]2[C:10](=[CH:11][C:12]=1[O:13][CH3:14])[NH:9][CH:8]=[CH:7][C:6]2=[S:15].Br[C:17]1[S:18][C:19]([N+:22]([O-:24])=[O:23])=[CH:20][CH:21]=1.C(=O)([O-])[O-].[K+].[K+]. The catalyst is CN(C)C=O.CCCCCC.C(OCC)(=O)C.O. The product is [CH3:1][O:2][C:3]1[CH:4]=[C:5]2[C:10](=[CH:11][C:12]=1[O:13][CH3:14])[N:9]=[CH:8][CH:7]=[C:6]2[S:15][C:17]1[S:18][C:19]([N+:22]([O-:24])=[O:23])=[CH:20][CH:21]=1. The yield is 0.550. (4) The reactants are [S:1](Cl)(Cl)(=[O:3])=[O:2].[C:6]1([C:12]2[N:13]=[CH:14][S:15][C:16]=2[N:17]2C(=O)C3=CC=CC=C3C2=O)[CH:11]=[CH:10][CH:9]=[CH:8][CH:7]=1.[NH3:28].NN. The catalyst is ClCCl.CO. The product is [NH2:17][C:16]1[S:15][C:14]([S:1]([NH2:28])(=[O:3])=[O:2])=[N:13][C:12]=1[C:6]1[CH:11]=[CH:10][CH:9]=[CH:8][CH:7]=1.[NH2:17][C:16]1[S:15][CH:14]=[N:13][C:12]=1[C:6]1[CH:11]=[CH:10][CH:9]=[CH:8][CH:7]=1. The yield is 0.360. (5) No catalyst specified. The yield is 0.600. The product is [P:1]([Cl:6])([Cl:5])([O-:3])=[O:2].[CH3:4][N+:7]1[CH:12]=[CH:11][CH:10]=[CH:9][CH:8]=1. The reactants are [P:1]([Cl:6])([Cl:5])([O:3][CH3:4])=[O:2].[N:7]1[CH:12]=[CH:11][CH:10]=[CH:9][CH:8]=1.